From a dataset of Forward reaction prediction with 1.9M reactions from USPTO patents (1976-2016). Predict the product of the given reaction. Given the reactants [Cl:1][C:2]1[CH:10]=[C:9]2[C:5]([C:6]([CH3:11])=[CH:7][NH:8]2)=[CH:4][CH:3]=1.[H-].[Na+].[CH3:14][O:15][C:16]1[CH:21]=[CH:20][C:19]([S:22](Cl)(=[O:24])=[O:23])=[CH:18][C:17]=1[N:26]1[CH2:31][CH2:30][N:29]([C:32](=[O:37])[C:33]([Cl:36])([Cl:35])[Cl:34])[CH2:28][CH2:27]1, predict the reaction product. The product is: [Cl:36][C:33]([Cl:34])([Cl:35])[C:32]([N:29]1[CH2:30][CH2:31][N:26]([C:17]2[CH:18]=[C:19]([S:22]([N:8]3[C:9]4[C:5](=[CH:4][CH:3]=[C:2]([Cl:1])[CH:10]=4)[C:6]([CH3:11])=[CH:7]3)(=[O:23])=[O:24])[CH:20]=[CH:21][C:16]=2[O:15][CH3:14])[CH2:27][CH2:28]1)=[O:37].